This data is from Catalyst prediction with 721,799 reactions and 888 catalyst types from USPTO. The task is: Predict which catalyst facilitates the given reaction. Reactant: [C:1]([N:4]1[C:13]2[C:8](=[CH:9][C:10]([C:14]([O:16]CC)=[O:15])=[CH:11][CH:12]=2)[CH:7]([NH:19][C:20]([O:22][CH2:23][C:24]2[CH:29]=[CH:28][CH:27]=[CH:26][CH:25]=2)=[O:21])[CH:6]([CH3:30])[CH:5]1[CH:31]1[CH2:33][CH2:32]1)(=[O:3])[CH3:2].[OH-].[Li+].Cl. Product: [C:1]([N:4]1[C:13]2[C:8](=[CH:9][C:10]([C:14]([OH:16])=[O:15])=[CH:11][CH:12]=2)[CH:7]([NH:19][C:20]([O:22][CH2:23][C:24]2[CH:29]=[CH:28][CH:27]=[CH:26][CH:25]=2)=[O:21])[CH:6]([CH3:30])[CH:5]1[CH:31]1[CH2:32][CH2:33]1)(=[O:3])[CH3:2]. The catalyst class is: 357.